From a dataset of Forward reaction prediction with 1.9M reactions from USPTO patents (1976-2016). Predict the product of the given reaction. (1) Given the reactants [CH3:1][O:2][CH2:3][CH2:4][NH:5][CH2:6][C:7]1[CH:16]=[CH:15][C:10]([C:11]([O:13][CH3:14])=[O:12])=[CH:9][C:8]=1[C:17]([F:20])([F:19])[F:18].[C:21]([O:25][C:26](O[C:26]([O:25][C:21]([CH3:24])([CH3:23])[CH3:22])=[O:27])=[O:27])([CH3:24])([CH3:23])[CH3:22].C(N(CC)CC)C, predict the reaction product. The product is: [C:21]([O:25][C:26]([N:5]([CH2:6][C:7]1[CH:16]=[CH:15][C:10]([C:11]([O:13][CH3:14])=[O:12])=[CH:9][C:8]=1[C:17]([F:19])([F:18])[F:20])[CH2:4][CH2:3][O:2][CH3:1])=[O:27])([CH3:24])([CH3:23])[CH3:22]. (2) Given the reactants [Cl:1][C:2]1[S:30][C:5]2[O:6][C:7]3[CH:28]=[C:27]([CH3:29])[CH:26]=[CH:25][C:8]=3[N:9]=[C:10]([N:11]3[CH2:16][CH2:15][N:14]([CH2:17][C:18]([CH3:24])([CH3:23])[C:19]([O:21]C)=[O:20])[CH2:13][CH2:12]3)[C:4]=2[CH:3]=1.C(O)(C)C.[OH-].[Na+].Cl, predict the reaction product. The product is: [Cl:1][C:2]1[S:30][C:5]2[O:6][C:7]3[CH:28]=[C:27]([CH3:29])[CH:26]=[CH:25][C:8]=3[N:9]=[C:10]([N:11]3[CH2:12][CH2:13][N:14]([CH2:17][C:18]([CH3:24])([CH3:23])[C:19]([OH:21])=[O:20])[CH2:15][CH2:16]3)[C:4]=2[CH:3]=1. (3) The product is: [N:36]1([C:5]2[N:10]=[C:9]([O:11][CH2:12][C:13]3[CH:18]=[CH:17][C:16]([F:19])=[C:15]([F:20])[CH:14]=3)[C:8]([C:21]3[CH:22]=[CH:23][C:24]([Cl:27])=[CH:25][CH:26]=3)=[C:7]([C:28]3[CH:33]=[CH:32][C:31]([Cl:34])=[CH:30][C:29]=3[Cl:35])[N:6]=2)[CH2:41][CH2:40][CH2:39][CH2:38][CH2:37]1. Given the reactants CS([C:5]1[N:10]=[C:9]([O:11][CH2:12][C:13]2[CH:18]=[CH:17][C:16]([F:19])=[C:15]([F:20])[CH:14]=2)[C:8]([C:21]2[CH:26]=[CH:25][C:24]([Cl:27])=[CH:23][CH:22]=2)=[C:7]([C:28]2[CH:33]=[CH:32][C:31]([Cl:34])=[CH:30][C:29]=2[Cl:35])[N:6]=1)(=O)=O.[NH:36]1[CH2:41][CH2:40][CH2:39][CH2:38][CH2:37]1, predict the reaction product.